The task is: Predict the product of the given reaction.. This data is from Forward reaction prediction with 1.9M reactions from USPTO patents (1976-2016). (1) Given the reactants [C:1]1([NH:7][NH2:8])[CH:6]=[CH:5][CH:4]=[CH:3][CH:2]=1.Cl.[F:10][C:11]([F:21])([F:20])[C:12](=O)[CH2:13][C:14](OCC)=[O:15], predict the reaction product. The product is: [C:1]1([N:7]2[C:14]([OH:15])=[CH:13][C:12]([C:11]([F:21])([F:20])[F:10])=[N:8]2)[CH:6]=[CH:5][CH:4]=[CH:3][CH:2]=1. (2) Given the reactants I[C:2]1[CH:3]=[CH:4][C:5]2[N:6]([CH:8]=[C:9]([NH:11][C:12](=[O:26])[C:13]3[CH:18]=[CH:17][C:16]([C:19]([CH3:25])([CH3:24])[CH2:20][CH2:21][C:22]#[N:23])=[CH:15][CH:14]=3)[N:10]=2)[CH:7]=1.[NH:27]1[CH:31]=[CH:30][N:29]=[CH:28]1.C(=O)([O-])[O-].[K+].[K+], predict the reaction product. The product is: [C:22]([CH2:21][CH2:20][C:19]([C:16]1[CH:17]=[CH:18][C:13]([C:12]([NH:11][C:9]2[N:10]=[C:5]3[CH:4]=[CH:3][C:2]([N:27]4[CH:31]=[CH:30][N:29]=[CH:28]4)=[CH:7][N:6]3[CH:8]=2)=[O:26])=[CH:14][CH:15]=1)([CH3:25])[CH3:24])#[N:23]. (3) The product is: [CH2:17]([O:16][C:14](=[O:15])[CH:13]([C:11]([C:2]1[CH:7]=[CH:6][C:5]([Cl:8])=[CH:4][CH:3]=1)([CH3:10])[CH3:12])[C:19]([O:21][CH2:22][CH3:23])=[O:20])[CH3:18]. Given the reactants Br[C:2]1[CH:7]=[CH:6][C:5]([Cl:8])=[CH:4][CH:3]=1.[Mg].[CH3:10][C:11](=[C:13]([C:19]([O:21][CH2:22][CH3:23])=[O:20])[C:14]([O:16][CH2:17][CH3:18])=[O:15])[CH3:12], predict the reaction product. (4) Given the reactants [CH3:1][O:2][C:3]1[S:4][C:5]([C:8]([OH:10])=O)=[CH:6][N:7]=1.Cl.[NH2:12][C@H:13]([CH2:20][C:21]1[CH:26]=[CH:25][C:24]([C:27]2[CH:32]=[CH:31][CH:30]=[C:29]([Cl:33])[CH:28]=2)=[CH:23][CH:22]=1)[CH2:14][C:15]([O:17][CH2:18][CH3:19])=[O:16].CN(C(ON1N=NC2C=CC=NC1=2)=[N+](C)C)C.F[P-](F)(F)(F)(F)F.Cl, predict the reaction product. The product is: [Cl:33][C:29]1[CH:28]=[C:27]([C:24]2[CH:25]=[CH:26][C:21]([CH2:20][C@@H:13]([NH:12][C:8]([C:5]3[S:4][C:3]([O:2][CH3:1])=[N:7][CH:6]=3)=[O:10])[CH2:14][C:15]([O:17][CH2:18][CH3:19])=[O:16])=[CH:22][CH:23]=2)[CH:32]=[CH:31][CH:30]=1. (5) Given the reactants [C:1](N1C=CN=C1)([N:3]1[CH:7]=[CH:6][N:5]=[CH:4]1)=[O:2].[CH3:13][O:14][C:15]([CH:17]([C:24]1[CH:29]=[CH:28][C:27]([O:30][CH3:31])=[CH:26][CH:25]=1)[N:18]1[CH2:23][CH2:22][NH:21][CH2:20][CH2:19]1)=[O:16].C1CCN2C(=NCCC2)CC1.C(Cl)Cl, predict the reaction product. The product is: [N:3]1([C:1]([N:21]2[CH2:22][CH2:23][N:18]([CH:17]([C:15]([O:14][CH3:13])=[O:16])[C:24]3[CH:29]=[CH:28][C:27]([O:30][CH3:31])=[CH:26][CH:25]=3)[CH2:19][CH2:20]2)=[O:2])[CH:7]=[CH:6][N:5]=[CH:4]1. (6) Given the reactants [Br:1][C:2]1[CH:3]=[CH:4][CH:5]=[C:6]2[C:10]=1[NH:9][N:8]=[C:7]2[NH2:11].[C:12](O)(=[O:22])[C:13]1[C:14](=[CH:18][CH:19]=[CH:20][CH:21]=1)[C:15](O)=[O:16], predict the reaction product. The product is: [Br:1][C:2]1[CH:3]=[CH:4][CH:5]=[C:6]2[C:10]=1[NH:9][N:8]=[C:7]2[N:11]1[C:15](=[O:16])[C:14]2[C:13](=[CH:21][CH:20]=[CH:19][CH:18]=2)[C:12]1=[O:22]. (7) The product is: [Br:1][C:2]1[CH:3]=[C:4]2[C:8](=[C:9]([CH3:11])[CH:10]=1)[N:7]([S:23]([C:26]1[CH:38]=[CH:37][C:29]([O:30][CH2:31][C:32]([O:34][CH2:35][CH3:36])=[O:33])=[C:28]([CH3:39])[CH:27]=1)(=[O:25])=[O:24])[CH2:6][CH:5]2[CH:12]([CH3:14])[CH3:13]. Given the reactants [Br:1][C:2]1[CH:3]=[C:4]2[C:8](=[C:9]([CH3:11])[CH:10]=1)[NH:7][CH2:6][CH:5]2[CH:12]([CH3:14])[CH3:13].C(N(CC)CC)C.Cl[S:23]([C:26]1[CH:38]=[CH:37][C:29]([O:30][CH2:31][C:32]([O:34][CH2:35][CH3:36])=[O:33])=[C:28]([CH3:39])[CH:27]=1)(=[O:25])=[O:24], predict the reaction product.